This data is from Cav3 T-type calcium channel HTS with 100,875 compounds. The task is: Binary Classification. Given a drug SMILES string, predict its activity (active/inactive) in a high-throughput screening assay against a specified biological target. (1) The molecule is O1CCN(CC1)CCNc1nc(Nc2ccc(OCC)cc2)nc(OC)n1. The result is 0 (inactive). (2) The drug is S(c1n(CC)c(nn1)c1ccncc1)CC(=O)NNC(=O)c1ccccc1. The result is 0 (inactive). (3) The drug is s1cc(nc1Nc1cc(OC)ccc1)c1cc(N2C(=O)c3c(C2=O)cccc3)ccc1. The result is 0 (inactive). (4) The compound is O(c1ccc(CCNC(=O)c2nccnc2)cc1)C. The result is 0 (inactive). (5) The drug is o1c(C(N(Cc2cc3OCOc3cc2)C(=O)Cn2nnc3c2cccc3)C(=O)NC(C)(C)C)ccc1. The result is 0 (inactive). (6) The drug is O(CCCC(=O)Nc1c(OC)cc([N+]([O-])=O)cc1)c1c(c(ccc1)C)C. The result is 0 (inactive). (7) The compound is O=C(N1CCCC1)c1c(NC(=O)COc2ccc(OC)cc2)cccc1. The result is 0 (inactive).